The task is: Regression. Given two drug SMILES strings and cell line genomic features, predict the synergy score measuring deviation from expected non-interaction effect.. This data is from NCI-60 drug combinations with 297,098 pairs across 59 cell lines. (1) Drug 1: CNC(=O)C1=CC=CC=C1SC2=CC3=C(C=C2)C(=NN3)C=CC4=CC=CC=N4. Drug 2: COC1=C2C(=CC3=C1OC=C3)C=CC(=O)O2. Cell line: A549. Synergy scores: CSS=4.48, Synergy_ZIP=-2.25, Synergy_Bliss=-3.28, Synergy_Loewe=-2.90, Synergy_HSA=-2.85. (2) Drug 1: CC12CCC3C(C1CCC2=O)CC(=C)C4=CC(=O)C=CC34C. Drug 2: CC12CCC3C(C1CCC2O)C(CC4=C3C=CC(=C4)O)CCCCCCCCCS(=O)CCCC(C(F)(F)F)(F)F. Cell line: SW-620. Synergy scores: CSS=7.83, Synergy_ZIP=0.524, Synergy_Bliss=-2.51, Synergy_Loewe=-1.97, Synergy_HSA=-2.52. (3) Drug 1: CCC1=CC2CC(C3=C(CN(C2)C1)C4=CC=CC=C4N3)(C5=C(C=C6C(=C5)C78CCN9C7C(C=CC9)(C(C(C8N6C)(C(=O)OC)O)OC(=O)C)CC)OC)C(=O)OC.C(C(C(=O)O)O)(C(=O)O)O. Drug 2: CS(=O)(=O)CCNCC1=CC=C(O1)C2=CC3=C(C=C2)N=CN=C3NC4=CC(=C(C=C4)OCC5=CC(=CC=C5)F)Cl. Cell line: MDA-MB-435. Synergy scores: CSS=63.7, Synergy_ZIP=9.05, Synergy_Bliss=10.0, Synergy_Loewe=-18.5, Synergy_HSA=7.49.